This data is from Full USPTO retrosynthesis dataset with 1.9M reactions from patents (1976-2016). The task is: Predict the reactants needed to synthesize the given product. Given the product [C:1]12([C:11]3[CH:12]=[C:13]([C:18]4[CH:19]=[C:20]([CH:23]=[CH:24][CH:25]=4)[CH:21]=[C:32]4[S:26][C:27]([N:37]5[CH2:38][CH2:39][N:34]([CH3:33])[CH2:35][CH2:36]5)=[N:29][C:30]4=[O:31])[CH:14]=[CH:15][C:16]=3[OH:17])[CH2:10][CH:5]3[CH2:4][CH:3]([CH2:9][CH:7]([CH2:6]3)[CH2:8]1)[CH2:2]2, predict the reactants needed to synthesize it. The reactants are: [C:1]12([C:11]3[CH:12]=[C:13]([C:18]4[CH:19]=[C:20]([CH:23]=[CH:24][CH:25]=4)[CH:21]=O)[CH:14]=[CH:15][C:16]=3[OH:17])[CH2:10][CH:5]3[CH2:6][CH:7]([CH2:9][CH:3]([CH2:4]3)[CH2:2]1)[CH2:8]2.[S:26]1[CH2:32][C:30](=[O:31])[NH:29][C:27]1=S.[CH3:33][N:34]1[CH2:39][CH2:38][NH:37][CH2:36][CH2:35]1.